From a dataset of TCR-epitope binding with 47,182 pairs between 192 epitopes and 23,139 TCRs. Binary Classification. Given a T-cell receptor sequence (or CDR3 region) and an epitope sequence, predict whether binding occurs between them. (1) The epitope is SLFNTVATLY. The TCR CDR3 sequence is CASSQEWLAVSTDTQYF. Result: 1 (the TCR binds to the epitope). (2) The epitope is TPINLVRDL. The TCR CDR3 sequence is CASSVYSGNTIYF. Result: 1 (the TCR binds to the epitope). (3) The epitope is EIYKRWII. The TCR CDR3 sequence is CASSVLASGTDKQYF. Result: 0 (the TCR does not bind to the epitope). (4) The epitope is GLIYNRMGAVTTEV. Result: 0 (the TCR does not bind to the epitope). The TCR CDR3 sequence is CASTLQGAGFTEAFF. (5) The epitope is TLDSKTQSL. The TCR CDR3 sequence is CASSSTDRVITDTQYF. Result: 1 (the TCR binds to the epitope). (6) The epitope is CINGVCWTV. The TCR CDR3 sequence is CASSPGTSSYEQYF. Result: 0 (the TCR does not bind to the epitope). (7) The TCR CDR3 sequence is CASRGLAGGEQYF. Result: 1 (the TCR binds to the epitope). The epitope is EEHVQIHTI.